This data is from Reaction yield outcomes from USPTO patents with 853,638 reactions. The task is: Predict the reaction yield, written as a fraction of the theoretical maximum amount of product (1.0 means a 100% yield; for example, 0.34 means a 34% yield). The reactants are FC(F)(F)C(O)=O.[CH2:8]1[NH:13][CH2:12][CH2:11][N:10]2[CH:14]=[C:15]([C:17]([O:19][CH2:20][CH3:21])=[O:18])[CH:16]=[C:9]12.Br[CH2:23][CH2:24][CH2:25][CH3:26].C(=O)([O-])[O-].[K+].[K+]. The catalyst is C(#N)C. The product is [CH2:23]([N:13]1[CH2:12][CH2:11][N:10]2[CH:14]=[C:15]([C:17]([O:19][CH2:20][CH3:21])=[O:18])[CH:16]=[C:9]2[CH2:8]1)[CH2:24][CH2:25][CH3:26]. The yield is 0.210.